This data is from Catalyst prediction with 721,799 reactions and 888 catalyst types from USPTO. The task is: Predict which catalyst facilitates the given reaction. Reactant: [NH2:1][CH2:2][C@H:3]1[CH2:7][CH2:6][N:5]([CH2:8][CH:9]([C:14]2[C:15]([F:26])=[CH:16][CH:17]=[C:18]3[C:23]=2[N:22]=[C:21]([O:24][CH3:25])[CH:20]=[CH:19]3)[C:10]([O:12][CH3:13])=[O:11])[CH2:4]1.C(N(CC)CC)C.[C:34](O[C:34]([O:36][C:37]([CH3:40])([CH3:39])[CH3:38])=[O:35])([O:36][C:37]([CH3:40])([CH3:39])[CH3:38])=[O:35].O. Product: [CH3:38][C:37]([O:36][C:34]([NH:1][CH2:2][C@H:3]1[CH2:7][CH2:6][N:5]([CH2:8][CH:9]([C:14]2[C:15]([F:26])=[CH:16][CH:17]=[C:18]3[C:23]=2[N:22]=[C:21]([O:24][CH3:25])[CH:20]=[CH:19]3)[C:10]([O:12][CH3:13])=[O:11])[CH2:4]1)=[O:35])([CH3:40])[CH3:39]. The catalyst class is: 2.